From a dataset of NCI-60 drug combinations with 297,098 pairs across 59 cell lines. Regression. Given two drug SMILES strings and cell line genomic features, predict the synergy score measuring deviation from expected non-interaction effect. (1) Drug 1: C1CN(CCN1C(=O)CCBr)C(=O)CCBr. Drug 2: COCCOC1=C(C=C2C(=C1)C(=NC=N2)NC3=CC=CC(=C3)C#C)OCCOC.Cl. Cell line: SK-MEL-28. Synergy scores: CSS=14.5, Synergy_ZIP=-4.70, Synergy_Bliss=-2.62, Synergy_Loewe=-0.356, Synergy_HSA=-0.989. (2) Drug 1: CC1C(C(CC(O1)OC2CC(CC3=C2C(=C4C(=C3O)C(=O)C5=C(C4=O)C(=CC=C5)OC)O)(C(=O)CO)O)N)O. Drug 2: CC(C)(C#N)C1=CC=C(C=C1)N2C3=C4C=C(C=CC4=NC=C3N(C2=O)C)C5=CC6=CC=CC=C6N=C5. Cell line: OVCAR3. Synergy scores: CSS=81.2, Synergy_ZIP=-2.29, Synergy_Bliss=-2.66, Synergy_Loewe=0.243, Synergy_HSA=5.59. (3) Drug 1: CC1=C(C=C(C=C1)NC2=NC=CC(=N2)N(C)C3=CC4=NN(C(=C4C=C3)C)C)S(=O)(=O)N.Cl. Drug 2: CC1=C(C=C(C=C1)NC(=O)C2=CC=C(C=C2)CN3CCN(CC3)C)NC4=NC=CC(=N4)C5=CN=CC=C5. Cell line: NCI-H460. Synergy scores: CSS=0.399, Synergy_ZIP=13.4, Synergy_Bliss=14.5, Synergy_Loewe=10.6, Synergy_HSA=11.4. (4) Drug 1: C1=CC(=CC=C1CCCC(=O)O)N(CCCl)CCCl. Drug 2: CCCCC(=O)OCC(=O)C1(CC(C2=C(C1)C(=C3C(=C2O)C(=O)C4=C(C3=O)C=CC=C4OC)O)OC5CC(C(C(O5)C)O)NC(=O)C(F)(F)F)O. Cell line: HOP-92. Synergy scores: CSS=33.7, Synergy_ZIP=-10.5, Synergy_Bliss=-5.63, Synergy_Loewe=-2.76, Synergy_HSA=-2.79. (5) Drug 1: C1=CC(=C2C(=C1NCCNCCO)C(=O)C3=C(C=CC(=C3C2=O)O)O)NCCNCCO. Cell line: 786-0. Synergy scores: CSS=60.8, Synergy_ZIP=1.38, Synergy_Bliss=1.95, Synergy_Loewe=-5.80, Synergy_HSA=5.49. Drug 2: COC1=CC(=CC(=C1O)OC)C2C3C(COC3=O)C(C4=CC5=C(C=C24)OCO5)OC6C(C(C7C(O6)COC(O7)C8=CC=CS8)O)O.